The task is: Regression. Given two drug SMILES strings and cell line genomic features, predict the synergy score measuring deviation from expected non-interaction effect.. This data is from NCI-60 drug combinations with 297,098 pairs across 59 cell lines. (1) Drug 1: CN(C(=O)NC(C=O)C(C(C(CO)O)O)O)N=O. Drug 2: CC1C(C(CC(O1)OC2CC(CC3=C2C(=C4C(=C3O)C(=O)C5=CC=CC=C5C4=O)O)(C(=O)C)O)N)O. Cell line: T-47D. Synergy scores: CSS=31.1, Synergy_ZIP=-1.99, Synergy_Bliss=-4.40, Synergy_Loewe=-6.94, Synergy_HSA=-2.14. (2) Drug 1: CC1=C(C=C(C=C1)NC(=O)C2=CC=C(C=C2)CN3CCN(CC3)C)NC4=NC=CC(=N4)C5=CN=CC=C5. Drug 2: C1=NC(=NC(=O)N1C2C(C(C(O2)CO)O)O)N. Cell line: NCI-H322M. Synergy scores: CSS=-3.44, Synergy_ZIP=-2.32, Synergy_Bliss=1.01, Synergy_Loewe=-18.3, Synergy_HSA=-11.2. (3) Drug 1: C1=CC=C(C=C1)NC(=O)CCCCCCC(=O)NO. Drug 2: CC1=C(C(=O)C2=C(C1=O)N3CC4C(C3(C2COC(=O)N)OC)N4)N. Cell line: SF-295. Synergy scores: CSS=62.6, Synergy_ZIP=1.28, Synergy_Bliss=3.61, Synergy_Loewe=-18.5, Synergy_HSA=4.08. (4) Drug 1: C1=CC(=C2C(=C1NCCNCCO)C(=O)C3=C(C=CC(=C3C2=O)O)O)NCCNCCO. Drug 2: C1CN1P(=S)(N2CC2)N3CC3. Cell line: EKVX. Synergy scores: CSS=10.3, Synergy_ZIP=-8.09, Synergy_Bliss=-3.07, Synergy_Loewe=-14.4, Synergy_HSA=-1.52. (5) Drug 1: CS(=O)(=O)C1=CC(=C(C=C1)C(=O)NC2=CC(=C(C=C2)Cl)C3=CC=CC=N3)Cl. Drug 2: C1CC(=O)NC(=O)C1N2C(=O)C3=CC=CC=C3C2=O. Cell line: TK-10. Synergy scores: CSS=10.2, Synergy_ZIP=-0.791, Synergy_Bliss=4.91, Synergy_Loewe=4.85, Synergy_HSA=4.67. (6) Synergy scores: CSS=29.2, Synergy_ZIP=0.284, Synergy_Bliss=2.00, Synergy_Loewe=-27.1, Synergy_HSA=0.265. Cell line: SR. Drug 2: C(CCl)NC(=O)N(CCCl)N=O. Drug 1: C(=O)(N)NO. (7) Drug 1: C1CN1P(=S)(N2CC2)N3CC3. Drug 2: CC1=C(C(=CC=C1)Cl)NC(=O)C2=CN=C(S2)NC3=CC(=NC(=N3)C)N4CCN(CC4)CCO. Cell line: HL-60(TB). Synergy scores: CSS=61.3, Synergy_ZIP=-3.85, Synergy_Bliss=-2.09, Synergy_Loewe=-0.332, Synergy_HSA=-1.08. (8) Drug 1: CC1CCC2CC(C(=CC=CC=CC(CC(C(=O)C(C(C(=CC(C(=O)CC(OC(=O)C3CCCCN3C(=O)C(=O)C1(O2)O)C(C)CC4CCC(C(C4)OC)O)C)C)O)OC)C)C)C)OC. Drug 2: B(C(CC(C)C)NC(=O)C(CC1=CC=CC=C1)NC(=O)C2=NC=CN=C2)(O)O. Cell line: MDA-MB-231. Synergy scores: CSS=78.1, Synergy_ZIP=-6.07, Synergy_Bliss=-2.93, Synergy_Loewe=-0.825, Synergy_HSA=1.49.